This data is from Full USPTO retrosynthesis dataset with 1.9M reactions from patents (1976-2016). The task is: Predict the reactants needed to synthesize the given product. (1) Given the product [F:17][C:18]1[CH:25]=[CH:24][C:21]([CH2:22][O:14][C:13]([C:8]23[CH2:12][CH:11]4[C:5]5([C:4](=[O:16])[N:3]([CH2:22][C:21]6[CH:24]=[CH:25][C:18]([F:17])=[CH:19][CH:20]=6)[C:2](=[O:1])[N:6]5[CH2:22][C:21]5[CH:24]=[CH:25][C:18]([F:17])=[CH:19][CH:20]=5)[CH:7]2[CH:9]3[CH2:10]4)=[O:15])=[CH:20][CH:19]=1, predict the reactants needed to synthesize it. The reactants are: [O:1]=[C:2]1[NH:6][C:5]2([CH:11]3[CH2:12][C:8]4([C:13]([OH:15])=[O:14])[CH:9]([CH2:10]3)[CH:7]24)[C:4](=[O:16])[NH:3]1.[F:17][C:18]1[CH:25]=[CH:24][C:21]([CH2:22]Br)=[CH:20][CH:19]=1.C(=O)([O-])[O-].[K+].[K+]. (2) Given the product [F:1][C:2]1[CH:3]=[CH:4][C:5]([O:38][CH3:39])=[C:6]([C:8]2[CH:13]=[CH:12][N:11]=[C:10]3[NH:14][C:15]([C:17]4[CH2:18][CH2:19][N:20]([C:23]([C@H:25]5[CH2:29][C@@H:28]([OH:30])[CH2:27][NH:26]5)=[O:24])[CH2:21][CH:22]=4)=[CH:16][C:9]=23)[CH:7]=1, predict the reactants needed to synthesize it. The reactants are: [F:1][C:2]1[CH:3]=[CH:4][C:5]([O:38][CH3:39])=[C:6]([C:8]2[CH:13]=[CH:12][N:11]=[C:10]3[NH:14][C:15]([C:17]4[CH2:18][CH2:19][N:20]([C:23]([C@H:25]5[CH2:29][C@@H:28]([OH:30])[CH2:27][N:26]5C(OC(C)(C)C)=O)=[O:24])[CH2:21][CH:22]=4)=[CH:16][C:9]=23)[CH:7]=1.FC(F)(F)C(O)=O. (3) Given the product [NH2:1][C:2]1[N:10]=[CH:9][N:8]=[C:7]2[C:3]=1[N:4]([C:20]1[CH:25]=[CH:24][C:23]([CH3:26])=[C:22]([O:27][CH3:28])[CH:21]=1)[C:5](=[O:19])[N:6]2[C:11]1[CH:12]=[C:13]([N:17]([CH3:18])[C:29](=[O:32])[CH:30]=[CH2:31])[CH:14]=[CH:15][CH:16]=1, predict the reactants needed to synthesize it. The reactants are: [NH2:1][C:2]1[N:10]=[CH:9][N:8]=[C:7]2[C:3]=1[N:4]([C:20]1[CH:25]=[CH:24][C:23]([CH3:26])=[C:22]([O:27][CH3:28])[CH:21]=1)[C:5](=[O:19])[N:6]2[C:11]1[CH:16]=[CH:15][CH:14]=[C:13]([NH:17][CH3:18])[CH:12]=1.[C:29](Cl)(=[O:32])[CH:30]=[CH2:31]. (4) Given the product [CH2:3]([N:5]1[C:9]2[CH:10]=[CH:11][CH:12]=[CH:13][C:8]=2[N:7]=[C:6]1[CH:14]([NH:16][C:18]1[N:26]=[CH:25][N:24]=[C:23]2[C:19]=1[N:20]=[CH:21][NH:22]2)[CH3:15])[CH3:4], predict the reactants needed to synthesize it. The reactants are: Cl.Cl.[CH2:3]([N:5]1[C:9]2[CH:10]=[CH:11][CH:12]=[CH:13][C:8]=2[N:7]=[C:6]1[CH:14]([NH2:16])[CH3:15])[CH3:4].Cl[C:18]1[N:26]=[CH:25][N:24]=[C:23]2[C:19]=1[N:20]=[CH:21][NH:22]2.CCN(C(C)C)C(C)C. (5) Given the product [F:34][C:35]([F:40])([F:39])[C:36]([OH:38])=[O:37].[NH2:8][C@@H:9]([CH2:14][C:15]1[CH:20]=[CH:19][C:18]([CH:21]2[S:25](=[O:26])(=[O:27])[NH:24][C:23](=[O:32])[CH2:22]2)=[C:17]([F:33])[CH:16]=1)[C:10]([O:12][CH3:13])=[O:11], predict the reactants needed to synthesize it. The reactants are: C(OC([NH:8][C@@H:9]([CH2:14][C:15]1[CH:20]=[CH:19][C:18]([CH:21]2[S:25](=[O:27])(=[O:26])[N:24](C(C)(C)C)[C:23](=[O:32])[CH2:22]2)=[C:17]([F:33])[CH:16]=1)[C:10]([O:12][CH3:13])=[O:11])=O)(C)(C)C.[F:34][C:35]([F:40])([F:39])[C:36]([OH:38])=[O:37]. (6) Given the product [C:1]([C:4]1[C:5]([CH2:20][NH:21][C:22]([C@@H:24]2[CH2:28][C@@H:27]([F:29])[CH2:26][N:25]2[C:30]([O:32][C:33]([CH3:36])([CH3:35])[CH3:34])=[O:31])=[O:23])=[CH:6][C:7]([C:10]2[CH:11]=[N:12][C:13]([C:16]([F:19])([F:17])[F:18])=[CH:14][CH:15]=2)=[N:8][CH:9]=1)#[N:2], predict the reactants needed to synthesize it. The reactants are: [C:1]([C:4]1[C:5]([CH2:20][NH:21][C:22]([C@@H:24]2[CH2:28][C@@H:27]([F:29])[CH2:26][N:25]2[C:30]([O:32][C:33]([CH3:36])([CH3:35])[CH3:34])=[O:31])=[O:23])=[CH:6][C:7]([C:10]2[CH:11]=[N:12][C:13]([C:16]([F:19])([F:18])[F:17])=[CH:14][CH:15]=2)=[N:8][CH:9]=1)(=O)[NH2:2].C(OC(C(F)(F)F)=O)(C(F)(F)F)=O. (7) The reactants are: [Br:1][C:2]1[CH:3]=C[C:5](Cl)=[N:6][CH:7]=1.[OH:9][CH2:10][C:11]([CH3:20])([CH3:19])[C:12]([O:14][C:15]([CH3:18])([CH3:17])[CH3:16])=[O:13].[H-].[Na+].O.C[N:25](C)C=O. Given the product [Br:1][C:2]1[CH:7]=[N:6][C:5]([O:9][CH2:10][C:11]([CH3:20])([CH3:19])[C:12]([O:14][C:15]([CH3:18])([CH3:17])[CH3:16])=[O:13])=[N:25][CH:3]=1, predict the reactants needed to synthesize it.